Dataset: NCI-60 drug combinations with 297,098 pairs across 59 cell lines. Task: Regression. Given two drug SMILES strings and cell line genomic features, predict the synergy score measuring deviation from expected non-interaction effect. (1) Drug 1: C1=CC(=CC=C1C#N)C(C2=CC=C(C=C2)C#N)N3C=NC=N3. Drug 2: C1=NC2=C(N=C(N=C2N1C3C(C(C(O3)CO)O)F)Cl)N. Cell line: OVCAR-8. Synergy scores: CSS=25.9, Synergy_ZIP=0.493, Synergy_Bliss=4.24, Synergy_Loewe=-29.4, Synergy_HSA=2.61. (2) Drug 2: C1=NNC2=C1C(=O)NC=N2. Drug 1: C1C(C(OC1N2C=NC3=C(N=C(N=C32)Cl)N)CO)O. Cell line: PC-3. Synergy scores: CSS=7.75, Synergy_ZIP=-3.56, Synergy_Bliss=-0.221, Synergy_Loewe=-10.7, Synergy_HSA=-2.01. (3) Drug 1: CS(=O)(=O)OCCCCOS(=O)(=O)C. Drug 2: COCCOC1=C(C=C2C(=C1)C(=NC=N2)NC3=CC=CC(=C3)C#C)OCCOC.Cl. Cell line: HCT116. Synergy scores: CSS=5.07, Synergy_ZIP=-0.532, Synergy_Bliss=3.04, Synergy_Loewe=0.174, Synergy_HSA=0.661. (4) Drug 1: CC1=C(C=C(C=C1)NC(=O)C2=CC=C(C=C2)CN3CCN(CC3)C)NC4=NC=CC(=N4)C5=CN=CC=C5. Drug 2: CC1C(C(CC(O1)OC2CC(CC3=C2C(=C4C(=C3O)C(=O)C5=C(C4=O)C(=CC=C5)OC)O)(C(=O)CO)O)N)O.Cl. Cell line: MALME-3M. Synergy scores: CSS=36.8, Synergy_ZIP=3.35, Synergy_Bliss=6.69, Synergy_Loewe=-34.9, Synergy_HSA=4.09. (5) Drug 1: C1C(C(OC1N2C=C(C(=O)NC2=O)F)CO)O. Drug 2: C1CC(=O)NC(=O)C1N2C(=O)C3=CC=CC=C3C2=O. Cell line: HL-60(TB). Synergy scores: CSS=16.8, Synergy_ZIP=1.39, Synergy_Bliss=-1.19, Synergy_Loewe=-30.0, Synergy_HSA=-2.36. (6) Drug 1: C1=CC=C(C=C1)NC(=O)CCCCCCC(=O)NO. Drug 2: COC1=C2C(=CC3=C1OC=C3)C=CC(=O)O2. Cell line: HCT116. Synergy scores: CSS=39.7, Synergy_ZIP=2.69, Synergy_Bliss=2.91, Synergy_Loewe=-14.5, Synergy_HSA=1.65.